From a dataset of Reaction yield outcomes from USPTO patents with 853,638 reactions. Predict the reaction yield, written as a fraction of the theoretical maximum amount of product (1.0 means a 100% yield; for example, 0.34 means a 34% yield). (1) The reactants are C1(S([N:10]2[C:18]3[C:13](=[CH:14][C:15]([CH2:19][CH3:20])=[CH:16][CH:17]=3)[CH2:12][CH2:11]2)(=O)=O)C=CC=CC=1.[OH-].[Na+]. The catalyst is Br. The product is [CH2:19]([C:15]1[CH:14]=[C:13]2[C:18](=[CH:17][CH:16]=1)[NH:10][CH2:11][CH2:12]2)[CH3:20]. The yield is 0.320. (2) The reactants are [CH3:1][O:2][C:3]1[CH:8]=[CH:7][C:6]([CH:9]2[CH2:13][C:12]3=[C:14]([C:19]([O:21][CH3:22])=[O:20])[C:15]([OH:18])=[CH:16][CH:17]=[C:11]3[O:10]2)=[CH:5][CH:4]=1.C(#N)C.C(NC(C)C)(C)C.FC(F)(F)S(O[CH2:39][CH:40]([F:42])[F:41])(=O)=O. The catalyst is O. The product is [F:41][CH:40]([F:42])[CH2:39][O:18][C:15]1[C:14]([C:19]([O:21][CH3:22])=[O:20])=[C:12]2[CH2:13][CH:9]([C:6]3[CH:5]=[CH:4][C:3]([O:2][CH3:1])=[CH:8][CH:7]=3)[O:10][C:11]2=[CH:17][CH:16]=1. The yield is 0.630. (3) The yield is 0.790. The catalyst is C(#N)C. The reactants are [Cl:1][C:2]1[C:3](=[O:15])[N:4]([CH:9]2[CH2:14][CH2:13][CH2:12][CH2:11][O:10]2)[N:5]=[CH:6][C:7]=1Cl.C(=O)([O-])[O-].[K+].[K+].[F:22][C:23]([F:32])([F:31])[C:24]1[CH:29]=[CH:28][CH:27]=[CH:26][C:25]=1[OH:30]. The product is [Cl:1][C:2]1[C:3](=[O:15])[N:4]([CH:9]2[CH2:14][CH2:13][CH2:12][CH2:11][O:10]2)[N:5]=[CH:6][C:7]=1[O:30][C:25]1[CH:26]=[CH:27][CH:28]=[CH:29][C:24]=1[C:23]([F:22])([F:31])[F:32]. (4) The reactants are [C:1]([CH:4]([CH:10]([CH3:19])[C:11](=O)[C:12]1[CH:17]=[CH:16][CH:15]=[CH:14][CH:13]=1)[C:5]([O:7][CH2:8][CH3:9])=[O:6])(=O)[CH3:2].C([O-])(=O)C.[NH4+:24]. No catalyst specified. The product is [CH3:2][C:1]1[NH:24][C:11]([C:12]2[CH:17]=[CH:16][CH:15]=[CH:14][CH:13]=2)=[C:10]([CH3:19])[C:4]=1[C:5]([O:7][CH2:8][CH3:9])=[O:6]. The yield is 0.910. (5) The catalyst is ClCCl. The product is [C:4]([O:3][C:1]([NH:8][C@@H:9]([CH3:10])[C:11]([N:26]([O:27][CH3:28])[CH3:25])=[O:13])=[O:2])([CH3:5])([CH3:6])[CH3:7]. The yield is 0.810. The reactants are [C:1]([NH:8][C@H:9]([C:11]([OH:13])=O)[CH3:10])([O:3][C:4]([CH3:7])([CH3:6])[CH3:5])=[O:2].C1C=CC2N(O)N=NC=2C=1.Cl.[CH3:25][NH:26][O:27][CH3:28].C(N(CC)CC)C.C1(N=C=NC2CCCCC2)CCCCC1. (6) The reactants are [C:1]([OH:4])(=[O:3])[CH3:2].[OH:5][C@H:6]1[CH2:30][CH2:29][C@@:28]2([CH3:31])[C@H:8]([CH2:9][CH2:10][C@@H:11]3[C:27]2=[CH:26][CH2:25][C@@:24]2([CH3:32])[C@H:12]3[CH2:13][CH2:14][C@@H:15]2[C@H:16]([CH3:23])[CH2:17][CH2:18][C:19]([O:21][CH3:22])=[O:20])[CH2:7]1. The catalyst is CC(O)=O. The product is [C:1]([OH:4])(=[O:3])[CH3:2].[OH:5][C@H:6]1[CH2:30][CH2:29][C@@:28]2([CH3:31])[C@H:8]([CH2:9][CH2:10][C@@H:11]3[C:27]2=[CH:26][C:25](=[O:3])[C@@:24]2([CH3:32])[C@H:12]3[CH2:13][CH2:14][C@@H:15]2[C@H:16]([CH3:23])[CH2:17][CH2:18][C:19]([O:21][CH3:22])=[O:20])[CH2:7]1. The yield is 0.605. (7) The reactants are N1C2C(=CC=C3C=2N=CC=C3)C=CC=1.[C:15]([O-])([O-])=[O:16].[Cs+].[Cs+].I[C:22]1[CH:23]=[C:24]([CH:27]=[CH:28][CH:29]=1)[C:25]#[N:26].CO. The catalyst is [Cu]I.C1(C)C=CC=CC=1. The product is [CH3:15][O:16][C:22]1[CH:23]=[C:24]([CH:27]=[CH:28][CH:29]=1)[C:25]#[N:26]. The yield is 0.840. (8) The reactants are [Cl:1][C:2]1[CH:7]=[CH:6][C:5]([S:8]([N:11]([C:15]2[C:16]([CH:22]([C:24]3[C:29]([F:30])=[CH:28][CH:27]=[CH:26][C:25]=3[Cl:31])[OH:23])=[N:17][CH:18]=[C:19]([Cl:21])[CH:20]=2)[CH2:12][O:13][CH3:14])(=[O:10])=[O:9])=[CH:4][C:3]=1[C:32]([F:35])([F:34])[F:33].CC(OI1(OC(C)=O)(OC(C)=O)OC(=O)C2C=CC=CC1=2)=O.[O-]S([O-])(=S)=O.[Na+].[Na+].C([O-])(O)=O.[Na+]. The catalyst is C(Cl)Cl. The product is [Cl:1][C:2]1[CH:7]=[CH:6][C:5]([S:8]([N:11]([C:15]2[C:16]([C:22](=[O:23])[C:24]3[C:29]([F:30])=[CH:28][CH:27]=[CH:26][C:25]=3[Cl:31])=[N:17][CH:18]=[C:19]([Cl:21])[CH:20]=2)[CH2:12][O:13][CH3:14])(=[O:9])=[O:10])=[CH:4][C:3]=1[C:32]([F:33])([F:34])[F:35]. The yield is 0.750. (9) The reactants are [CH3:1][O:2][C:3]1[CH:8]=[CH:7][C:6]([CH:9]([CH2:13][CH:14]=[O:15])[C:10]([OH:12])=[O:11])=[CH:5][CH:4]=1.S(=O)(=O)(O)O.[CH2:21](O)[CH3:22]. No catalyst specified. The product is [CH3:1][O:2][C:3]1[CH:4]=[CH:5][C:6]([CH:9]([CH2:13][CH:14]=[O:15])[C:10]([O:12][CH2:21][CH3:22])=[O:11])=[CH:7][CH:8]=1. The yield is 0.950.